Dataset: Forward reaction prediction with 1.9M reactions from USPTO patents (1976-2016). Task: Predict the product of the given reaction. (1) Given the reactants [C:1]([C:5]1[CH:18]=[CH:17][C:8]([CH2:9][NH:10][C:11](=[O:16])[CH2:12][C:13](=O)[CH3:14])=[CH:7][CH:6]=1)([CH3:4])([CH3:3])[CH3:2].[NH2:19][C:20]1[N:27]=[CH:26][CH:25]=[C:24]([CH3:28])[C:21]=1[CH:22]=O.N1CCCCC1.CCOC(C)=O, predict the reaction product. The product is: [C:1]([C:5]1[CH:18]=[CH:17][C:8]([CH2:9][NH:10][C:11]([C:12]2[C:13]([CH3:14])=[N:19][C:20]3[C:21]([CH:22]=2)=[C:24]([CH3:28])[CH:25]=[CH:26][N:27]=3)=[O:16])=[CH:7][CH:6]=1)([CH3:4])([CH3:2])[CH3:3]. (2) Given the reactants [OH:1][CH2:2][C:3]#[C:4][C:5]1[CH:13]=[CH:12][C:11]([C:14]2[N:15]([C:30]([O:32][C:33]([CH3:36])([CH3:35])[CH3:34])=[O:31])[C:16]3[C:21]([CH:22]=2)=[CH:20][C:19]([CH2:23][N:24]2[CH2:29][CH2:28][CH2:27][CH2:26][CH2:25]2)=[CH:18][CH:17]=3)=[C:10]2[C:6]=1[CH2:7][NH:8][C:9]2=[O:37], predict the reaction product. The product is: [OH:1][CH2:2][CH2:3][CH2:4][C:5]1[CH:13]=[CH:12][C:11]([C:14]2[N:15]([C:30]([O:32][C:33]([CH3:35])([CH3:34])[CH3:36])=[O:31])[C:16]3[C:21]([CH:22]=2)=[CH:20][C:19]([CH2:23][N:24]2[CH2:29][CH2:28][CH2:27][CH2:26][CH2:25]2)=[CH:18][CH:17]=3)=[C:10]2[C:6]=1[CH2:7][NH:8][C:9]2=[O:37].